From a dataset of Full USPTO retrosynthesis dataset with 1.9M reactions from patents (1976-2016). Predict the reactants needed to synthesize the given product. Given the product [O:1]1[C:5]2[CH:6]=[CH:7][C:8]([C@@:10]34[CH2:18][CH2:17][C@H:16]([NH:19][C:35]([NH:34][C:30]5[CH:31]=[CH:32][CH:33]=[C:28]([Cl:27])[CH:29]=5)=[O:36])[CH2:15][C@@H:14]3[N:13]([CH2:20][C:21]3[CH:22]=[CH:23][CH:24]=[CH:25][CH:26]=3)[CH2:12][CH2:11]4)=[CH:9][C:4]=2[O:3][CH2:2]1.[O:1]1[C:5]2[CH:6]=[CH:7][C:8]([C@@:10]34[CH2:18][CH2:17][C@@H:16]([NH:19][C:35]([NH:34][C:30]5[CH:31]=[CH:32][CH:33]=[C:28]([Cl:27])[CH:29]=5)=[O:36])[CH2:15][C@@H:14]3[N:13]([CH2:20][C:21]3[CH:22]=[CH:23][CH:24]=[CH:25][CH:26]=3)[CH2:12][CH2:11]4)=[CH:9][C:4]=2[O:3][CH2:2]1, predict the reactants needed to synthesize it. The reactants are: [O:1]1[C:5]2[CH:6]=[CH:7][C:8]([C:10]34[CH2:18][CH2:17][CH:16]([NH2:19])[CH2:15][CH:14]3[N:13]([CH2:20][C:21]3[CH:26]=[CH:25][CH:24]=[CH:23][CH:22]=3)[CH2:12][CH2:11]4)=[CH:9][C:4]=2[O:3][CH2:2]1.[Cl:27][C:28]1[CH:29]=[C:30]([N:34]=[C:35]=[O:36])[CH:31]=[CH:32][CH:33]=1.